This data is from Catalyst prediction with 721,799 reactions and 888 catalyst types from USPTO. The task is: Predict which catalyst facilitates the given reaction. Product: [F:42][C:41]([F:44])([F:43])[C:39]([OH:45])=[O:40].[F:12][C:9]([F:10])([F:11])[C:7]1[CH:6]=[C:5]([C:13]2[N:17]=[CH:16][N:15](/[CH:18]=[CH:19]\[C:20]([N:22]3[CH2:36][CH2:35][C:24]4([CH2:25][NH:26][CH2:27]4)[CH2:23]3)=[O:21])[N:14]=2)[CH:4]=[C:3]([C:2]([F:1])([F:38])[F:37])[CH:8]=1. The catalyst class is: 2. Reactant: [F:1][C:2]([F:38])([F:37])[C:3]1[CH:4]=[C:5]([C:13]2[N:17]=[CH:16][N:15](/[CH:18]=[CH:19]\[C:20]([N:22]3[CH2:36][CH2:35][C:24]4([CH2:27][N:26](C(OC(C)(C)C)=O)[CH2:25]4)[CH2:23]3)=[O:21])[N:14]=2)[CH:6]=[C:7]([C:9]([F:12])([F:11])[F:10])[CH:8]=1.[C:39]([OH:45])([C:41]([F:44])([F:43])[F:42])=[O:40].